This data is from Forward reaction prediction with 1.9M reactions from USPTO patents (1976-2016). The task is: Predict the product of the given reaction. Given the reactants [CH:1]([O:4][N:5]1C(=O)C2C(=CC=CC=2)C1=O)([CH3:3])[CH3:2].NN.[CH3:18][O:19][C:20]1[CH:25]=[CH:24][C:23]([S:26](Cl)(=[O:28])=[O:27])=[CH:22][CH:21]=1.C(N(CC)C(C)C)(C)C, predict the reaction product. The product is: [CH:1]([O:4][NH:5][S:26]([C:23]1[CH:24]=[CH:25][C:20]([O:19][CH3:18])=[CH:21][CH:22]=1)(=[O:28])=[O:27])([CH3:3])[CH3:2].